From a dataset of Peptide-MHC class II binding affinity with 134,281 pairs from IEDB. Regression. Given a peptide amino acid sequence and an MHC pseudo amino acid sequence, predict their binding affinity value. This is MHC class II binding data. The peptide sequence is AGELQIIDKIDAAFK. The MHC is HLA-DQA10102-DQB10602 with pseudo-sequence HLA-DQA10102-DQB10602. The binding affinity (normalized) is 0.360.